Dataset: Forward reaction prediction with 1.9M reactions from USPTO patents (1976-2016). Task: Predict the product of the given reaction. (1) Given the reactants Cl[CH2:2][C:3]([N:5]1[CH2:12][CH:11]2[N:13]([CH2:14][C:15]3[CH:20]=[CH:19][C:18]([F:21])=[CH:17][CH:16]=3)[CH:7]([CH2:8][O:9][CH2:10]2)[CH2:6]1)=[O:4].[Cl:22][C:23]1[CH:24]=[CH:25][C:26]([OH:33])=[C:27]([NH:29][C:30](=[O:32])[CH3:31])[CH:28]=1, predict the reaction product. The product is: [Cl:22][C:23]1[CH:24]=[CH:25][C:26]([O:33][CH2:2][C:3]([N:5]2[CH2:6][CH:7]3[N:13]([CH2:14][C:15]4[CH:20]=[CH:19][C:18]([F:21])=[CH:17][CH:16]=4)[CH:11]([CH2:10][O:9][CH2:8]3)[CH2:12]2)=[O:4])=[C:27]([NH:29][C:30](=[O:32])[CH3:31])[CH:28]=1. (2) Given the reactants [F:1][C:2]1[CH:3]=[C:4]([CH2:19][OH:20])[CH:5]=[CH:6][C:7]=1[O:8][C:9]1[CH:10]=[N:11][CH:12]=[C:13]([C:15]([F:18])([F:17])[F:16])[CH:14]=1.Cl[C:22]1[CH:23]=[C:24]2[N:31](C(OC(C)(C)C)=O)[C:30]([CH3:40])([CH3:39])[CH2:29][N:25]2[C:26](=[O:28])[N:27]=1, predict the reaction product. The product is: [F:1][C:2]1[CH:3]=[C:4]([CH:5]=[CH:6][C:7]=1[O:8][C:9]1[CH:10]=[N:11][CH:12]=[C:13]([C:15]([F:16])([F:17])[F:18])[CH:14]=1)[CH2:19][O:20][C:22]1[CH:23]=[C:24]2[NH:31][C:30]([CH3:40])([CH3:39])[CH2:29][N:25]2[C:26](=[O:28])[N:27]=1. (3) The product is: [Cl:27][C:25]1[CH:24]=[CH:23][C:20]2[S:21][CH:22]=[C:18]([CH2:17][N:6]3[C:7]4[CH:12]=[CH:11][CH:10]=[CH:9][C:8]=4[N:4]([C:1]([CH3:3])=[CH2:2])[C:5]3=[O:13])[C:19]=2[CH:26]=1. Given the reactants [C:1]([N:4]1[C:8]2[CH:9]=[CH:10][CH:11]=[CH:12][C:7]=2[NH:6][C:5]1=[O:13])([CH3:3])=[CH2:2].[H-].[Na+].Br[CH2:17][C:18]1[C:19]2[CH:26]=[C:25]([Cl:27])[CH:24]=[CH:23][C:20]=2[S:21][CH:22]=1.O, predict the reaction product. (4) Given the reactants O=[C:2]1[CH2:7][CH2:6][N:5]([C:8]([O:10][C:11]([CH3:14])([CH3:13])[CH3:12])=[O:9])[CH2:4][CH2:3]1.[CH:15]1([NH2:18])[CH2:17][CH2:16]1.C(O[BH-](OC(=O)C)OC(=O)C)(=O)C.[Na+], predict the reaction product. The product is: [CH:15]1([NH:18][CH:2]2[CH2:7][CH2:6][N:5]([C:8]([O:10][C:11]([CH3:14])([CH3:13])[CH3:12])=[O:9])[CH2:4][CH2:3]2)[CH2:17][CH2:16]1. (5) Given the reactants [Cl:1][C:2]1[N:3]=[C:4]([N:13]2[CH2:18][CH2:17][O:16][CH2:15][CH2:14]2)[C:5]2[S:10][C:9]([CH:11]=O)=[CH:8][C:6]=2[N:7]=1.[C:19]([N:26]1[CH2:31][CH2:30][NH:29][CH2:28][CH2:27]1)([O:21][C:22]([CH3:25])([CH3:24])[CH3:23])=[O:20].COC(OC)OC.C(O[BH-](OC(=O)C)OC(=O)C)(=O)C.[Na+], predict the reaction product. The product is: [C:22]([O:21][C:19]([N:26]1[CH2:31][CH2:30][N:29]([CH2:11][C:9]2[S:10][C:5]3[C:4]([N:13]4[CH2:18][CH2:17][O:16][CH2:15][CH2:14]4)=[N:3][C:2]([Cl:1])=[N:7][C:6]=3[CH:8]=2)[CH2:28][CH2:27]1)=[O:20])([CH3:25])([CH3:23])[CH3:24]. (6) Given the reactants [CH3:1][O:2][C:3]1[CH:8]=[CH:7][C:6]([C:9]([O:11][CH3:12])=[O:10])=[CH:5][C:4]=1[NH:13][CH:14]=[C:15]([C:21]([O:23]CC)=O)[C:16]([O:18][CH2:19][CH3:20])=[O:17], predict the reaction product. The product is: [CH3:1][O:2][C:3]1[C:4]2[NH:13][CH:14]=[C:15]([C:16]([O:18][CH2:19][CH3:20])=[O:17])[C:21](=[O:23])[C:5]=2[C:6]([C:9]([O:11][CH3:12])=[O:10])=[CH:7][CH:8]=1. (7) Given the reactants Cl[C:2]1[N:10]=[CH:9][N:8]=[C:7]2[C:3]=1[N:4]=[C:5]([C:17]1[CH:22]=[CH:21][CH:20]=[CH:19][CH:18]=1)[N:6]2[C:11]1[CH:16]=[CH:15][CH:14]=[CH:13][CH:12]=1.[NH2:23][CH2:24][CH2:25][CH2:26][OH:27], predict the reaction product. The product is: [C:17]1([C:5]2[N:6]([C:11]3[CH:16]=[CH:15][CH:14]=[CH:13][CH:12]=3)[C:7]3[C:3]([N:4]=2)=[C:2]([NH:23][CH2:24][CH2:25][CH2:26][OH:27])[N:10]=[CH:9][N:8]=3)[CH:22]=[CH:21][CH:20]=[CH:19][CH:18]=1.